Dataset: Full USPTO retrosynthesis dataset with 1.9M reactions from patents (1976-2016). Task: Predict the reactants needed to synthesize the given product. Given the product [Cl:1][C:2]1[CH:26]=[CH:25][CH:24]=[CH:23][C:3]=1[C:4]([N:6]1[CH2:7][CH2:8][CH:9]([CH2:12][O:13][C:14]2[CH:21]=[CH:20][CH:19]=[C:18]3[C:15]=2[C:16]([NH2:17])=[N:33][C:32]([NH2:34])=[N:31]3)[CH2:10][CH2:11]1)=[O:5], predict the reactants needed to synthesize it. The reactants are: [Cl:1][C:2]1[CH:26]=[CH:25][CH:24]=[CH:23][C:3]=1[C:4]([N:6]1[CH2:11][CH2:10][CH:9]([CH2:12][O:13][C:14]2[CH:21]=[CH:20][CH:19]=[C:18](F)[C:15]=2[C:16]#[N:17])[CH2:8][CH2:7]1)=[O:5].C(=O)(O)O.[NH2:31][C:32]([NH2:34])=[NH:33].